From a dataset of NCI-60 drug combinations with 297,098 pairs across 59 cell lines. Regression. Given two drug SMILES strings and cell line genomic features, predict the synergy score measuring deviation from expected non-interaction effect. Drug 1: CS(=O)(=O)CCNCC1=CC=C(O1)C2=CC3=C(C=C2)N=CN=C3NC4=CC(=C(C=C4)OCC5=CC(=CC=C5)F)Cl. Drug 2: CCC1(CC2CC(C3=C(CCN(C2)C1)C4=CC=CC=C4N3)(C5=C(C=C6C(=C5)C78CCN9C7C(C=CC9)(C(C(C8N6C)(C(=O)OC)O)OC(=O)C)CC)OC)C(=O)OC)O.OS(=O)(=O)O. Cell line: NCIH23. Synergy scores: CSS=2.40, Synergy_ZIP=0.297, Synergy_Bliss=1.24, Synergy_Loewe=-0.443, Synergy_HSA=-0.517.